This data is from Forward reaction prediction with 1.9M reactions from USPTO patents (1976-2016). The task is: Predict the product of the given reaction. (1) Given the reactants Br[C:2]1[CH:7]=[CH:6][N:5]=[C:4]([O:8][CH2:9][CH2:10][O:11][CH3:12])[CH:3]=1.[B:13]1([B:13]2[O:17][C:16]([CH3:19])([CH3:18])[C:15]([CH3:21])([CH3:20])[O:14]2)[O:17][C:16]([CH3:19])([CH3:18])[C:15]([CH3:21])([CH3:20])[O:14]1.C([O-])(=O)C.[K+], predict the reaction product. The product is: [CH3:12][O:11][CH2:10][CH2:9][O:8][C:4]1[CH:3]=[C:2]([B:13]2[O:17][C:16]([CH3:19])([CH3:18])[C:15]([CH3:21])([CH3:20])[O:14]2)[CH:7]=[CH:6][N:5]=1. (2) Given the reactants C[O:2][C:3]1[CH:4]=[C:5]([CH:11]=[CH:12][C:13](=[O:26])[CH:14]=[CH:15][C:16]2[CH:21]=[CH:20][C:19]([O:22]C)=[C:18]([O:24]C)[CH:17]=2)[CH:6]=[CH:7][C:8]=1[O:9]C.B(Br)(Br)Br.Cl, predict the reaction product. The product is: [OH:2][C:3]1[CH:4]=[C:5]([CH:11]=[CH:12][C:13](=[O:26])[CH:14]=[CH:15][C:16]2[CH:21]=[CH:20][C:19]([OH:22])=[C:18]([OH:24])[CH:17]=2)[CH:6]=[CH:7][C:8]=1[OH:9]. (3) The product is: [CH3:20][O:19][C:17]([C@@H:9]1[C@H:10]([C:11]2[CH:16]=[CH:15][CH:14]=[CH:13][CH:12]=2)[C@H:8]1[C:5]1[CH:6]=[CH:7][C:2]([N:27]2[CH2:28][CH2:29][N:24]([CH:21]([CH3:23])[CH3:22])[CH2:25][CH2:26]2)=[CH:3][CH:4]=1)=[O:18]. Given the reactants Br[C:2]1[CH:7]=[CH:6][C:5]([C@@H:8]2[C@@H:10]([C:11]3[CH:16]=[CH:15][CH:14]=[CH:13][CH:12]=3)[C@H:9]2[C:17]([O:19][CH3:20])=[O:18])=[CH:4][CH:3]=1.[CH:21]([N:24]1[CH2:29][CH2:28][NH:27][CH2:26][CH2:25]1)([CH3:23])[CH3:22], predict the reaction product. (4) Given the reactants C([Li])CCC.[F:6][C:7]1[N:12]=[CH:11][C:10]([C@H:13]([N:15]2[CH2:20][CH2:19][N:18]([C:21]([O:23][C:24]([CH3:27])([CH3:26])[CH3:25])=[O:22])[CH2:17][CH2:16]2)[CH3:14])=[CH:9][CH:8]=1.[B:28](OC(C)C)([O:33]C(C)C)[O:29]C(C)C, predict the reaction product. The product is: [C:24]([O:23][C:21]([N:18]1[CH2:17][CH2:16][N:15]([C@@H:13]([C:10]2[CH:9]=[C:8]([B:28]([OH:33])[OH:29])[C:7]([F:6])=[N:12][CH:11]=2)[CH3:14])[CH2:20][CH2:19]1)=[O:22])([CH3:26])([CH3:25])[CH3:27]. (5) Given the reactants [C:1]([C:3]1[CH:8]=[CH:7][C:6]([CH:9]2[C:18]3[C:13](=[CH:14][C:15]([CH3:22])=[N:16][C:17]=3[O:19][CH2:20][CH3:21])[NH:12][C:11]([CH3:23])=[C:10]2[C:24]([O:26]CCC#N)=[O:25])=[C:5]([O:31][CH3:32])[CH:4]=1)#[N:2].[OH-].[Na+].C(OCC)C.O, predict the reaction product. The product is: [C:1]([C:3]1[CH:8]=[CH:7][C:6]([CH:9]2[C:18]3[C:13](=[CH:14][C:15]([CH3:22])=[N:16][C:17]=3[O:19][CH2:20][CH3:21])[NH:12][C:11]([CH3:23])=[C:10]2[C:24]([OH:26])=[O:25])=[C:5]([O:31][CH3:32])[CH:4]=1)#[N:2]. (6) Given the reactants [OH:1][CH:2]([CH:4]1[C:13]2([CH2:18][CH2:17][N:16]([C:19]([O:21][C:22]([CH3:25])([CH3:24])[CH3:23])=[O:20])[CH2:15][CH2:14]2)[O:12][C:11]2[C:6](=[CH:7][CH:8]=[CH:9][CH:10]=2)[C:5]1=[O:26])[CH3:3].CC(OI1(OC(C)=O)(OC(C)=O)OC(=O)C2C=CC=CC1=2)=O, predict the reaction product. The product is: [C:2]([CH:4]1[C:13]2([CH2:14][CH2:15][N:16]([C:19]([O:21][C:22]([CH3:25])([CH3:24])[CH3:23])=[O:20])[CH2:17][CH2:18]2)[O:12][C:11]2[C:6](=[CH:7][CH:8]=[CH:9][CH:10]=2)[C:5]1=[O:26])(=[O:1])[CH3:3]. (7) Given the reactants [CH2:1]([N:4]([CH2:28][CH2:29][CH3:30])[CH2:5][CH2:6][CH2:7][CH2:8][N:9]([CH3:27])[S:10]([C:13]1[CH:18]=[CH:17][C:16]([CH2:19][NH:20][CH2:21][C:22]2[NH:23][CH:24]=[CH:25][N:26]=2)=[CH:15][CH:14]=1)(=[O:12])=[O:11])[CH2:2][CH3:3].[CH3:31][N:32]1[CH:36]=[CH:35][N:34]=[C:33]1[CH:37]=O.C([BH3-])#N.[Na+].C(O)(=O)C, predict the reaction product. The product is: [CH2:28]([N:4]([CH2:1][CH2:2][CH3:3])[CH2:5][CH2:6][CH2:7][CH2:8][N:9]([CH3:27])[S:10]([C:13]1[CH:18]=[CH:17][C:16]([CH2:19][N:20]([CH2:21][C:22]2[NH:26][CH:25]=[CH:24][N:23]=2)[CH2:37][C:33]2[N:32]([CH3:31])[CH:36]=[CH:35][N:34]=2)=[CH:15][CH:14]=1)(=[O:11])=[O:12])[CH2:29][CH3:30]. (8) Given the reactants [N:1]1[CH:2]=[CH:3][N:4]2[C:12]3[C:7](=[N:8][CH:9]=[CH:10][CH:11]=3)[N:6]([C:13]3[CH:18]=[CH:17][C:16]([OH:19])=[CH:15][CH:14]=3)[C:5]=12.[H-].[Na+].[CH3:22][O:23][CH2:24][CH2:25][N:26]1[C:30]2=[N:31][CH:32]=[CH:33][CH:34]=[C:29]2[N:28]=[C:27]1S(C)(=O)=O.O, predict the reaction product. The product is: [CH3:22][O:23][CH2:24][CH2:25][N:26]1[C:30]2=[N:31][CH:32]=[CH:33][CH:34]=[C:29]2[N:28]=[C:27]1[O:19][C:16]1[CH:17]=[CH:18][C:13]([N:6]2[C:7]3=[N:8][CH:9]=[CH:10][CH:11]=[C:12]3[N:4]3[CH:3]=[CH:2][N:1]=[C:5]23)=[CH:14][CH:15]=1. (9) Given the reactants Br[CH2:2][C:3]1[CH:10]=[CH:9][C:6]([C:7]#[N:8])=[C:5]([F:11])[CH:4]=1.[NH:12]1[CH:16]=[CH:15][N:14]=[CH:13]1, predict the reaction product. The product is: [F:11][C:5]1[CH:4]=[C:3]([CH2:2][N:12]2[CH:16]=[CH:15][N:14]=[CH:13]2)[CH:10]=[CH:9][C:6]=1[C:7]#[N:8]. (10) Given the reactants CCN(CC)CC.[NH:8]1[CH2:13][CH2:12][O:11][CH2:10][CH2:9]1.[O:14]1[CH2:19][CH2:18][CH:17]([CH2:20][CH:21]([C:30]2[CH:35]=[CH:34][C:33]([S:36](Cl)(=[O:38])=[O:37])=[CH:32][CH:31]=2)[C:22](=[O:29])[NH:23][C:24]2[S:25][CH:26]=[CH:27][N:28]=2)[CH2:16][CH2:15]1, predict the reaction product. The product is: [N:8]1([S:36]([C:33]2[CH:34]=[CH:35][C:30]([CH:21]([CH2:20][CH:17]3[CH2:18][CH2:19][O:14][CH2:15][CH2:16]3)[C:22]([NH:23][C:24]3[S:25][CH:26]=[CH:27][N:28]=3)=[O:29])=[CH:31][CH:32]=2)(=[O:38])=[O:37])[CH2:13][CH2:12][O:11][CH2:10][CH2:9]1.